Task: Predict the reactants needed to synthesize the given product.. Dataset: Full USPTO retrosynthesis dataset with 1.9M reactions from patents (1976-2016) (1) Given the product [CH3:1][C:2]1[N:3]=[N:4][N:5]([CH2:7][C:8]2[CH:13]=[C:12]([C:14]([F:17])([F:16])[F:15])[CH:11]=[CH:10][C:9]=2/[CH:18]=[CH:19]/[C:20]([N:32]2[CH2:33][CH2:34][O:35][CH2:36][CH:31]2[C:30]([F:38])([F:37])[F:29])=[O:22])[N:6]=1, predict the reactants needed to synthesize it. The reactants are: [CH3:1][C:2]1[N:3]=[N:4][N:5]([CH2:7][C:8]2[CH:13]=[C:12]([C:14]([F:17])([F:16])[F:15])[CH:11]=[CH:10][C:9]=2/[CH:18]=[CH:19]/[C:20]([OH:22])=O)[N:6]=1.C(Cl)(=O)C(Cl)=O.[F:29][C:30]([F:38])([F:37])[CH:31]1[CH2:36][O:35][CH2:34][CH2:33][NH:32]1. (2) Given the product [CH2:6]1[C:7]2([CH2:8][CH:9]([NH:11][C:12](=[O:13])[O:14][CH2:15][C:16]3[CH:17]=[CH:18][CH:19]=[CH:20][CH:21]=3)[CH2:10]2)[CH2:22][S:37]1, predict the reactants needed to synthesize it. The reactants are: CS(O[CH2:6][C:7]1([CH2:22]OS(C)(=O)=O)[CH2:10][CH:9]([NH:11][C:12]([O:14][CH2:15][C:16]2[CH:21]=[CH:20][CH:19]=[CH:18][CH:17]=2)=[O:13])[CH2:8]1)(=O)=O.O.O.O.O.O.O.O.O.O.[S-2:37].[Na+].[Na+]. (3) Given the product [OH:36][CH:35]([CH2:37][OH:43])[CH2:34][N:19]1[CH:20]=[C:21]([C:22]2[CH:27]=[CH:26][N:25]=[C:24]3[NH:28][CH:29]=[CH:30][C:23]=23)[C:17]([C:14]2[CH:15]=[CH:16][C:11]([NH:10][C:8]([NH:7][C:1]3[CH:6]=[CH:5][CH:4]=[CH:3][CH:2]=3)=[O:9])=[CH:12][CH:13]=2)=[N:18]1, predict the reactants needed to synthesize it. The reactants are: [C:1]1([NH:7][C:8]([NH:10][C:11]2[CH:16]=[CH:15][C:14]([C:17]3[C:21]([C:22]4[CH:27]=[CH:26][N:25]=[C:24]5[NH:28][CH:29]=[CH:30][C:23]=45)=[CH:20][N:19](CC=C)[N:18]=3)=[CH:13][CH:12]=2)=[O:9])[CH:6]=[CH:5][CH:4]=[CH:3][CH:2]=1.[CH3:34][C:35]([CH3:37])=[O:36].O.C[N+]1([O-])CC[O:43]CC1. (4) Given the product [C:74]([NH:73][CH2:72][CH2:71][NH:70][C:25]([C:24]([CH3:28])([O:23][C:17]1[CH:18]=[CH:19][C:20]([Cl:22])=[CH:21][C:16]=1[CH:15]1[CH2:14][C:13](=[O:29])[NH:12][CH:11]([C:30]2[CH:35]=[C:34]([F:36])[CH:33]=[CH:32][C:31]=2[CH3:37])[C:10]21[C:5]1[C:6](=[CH:7][C:2]([Cl:1])=[CH:3][CH:4]=1)[NH:8][C:9]2=[O:38])[CH3:27])=[O:26])(=[O:76])[CH3:75], predict the reactants needed to synthesize it. The reactants are: [Cl:1][C:2]1[CH:7]=[C:6]2[NH:8][C:9](=[O:38])[C:10]3([CH:15]([C:16]4[CH:21]=[C:20]([Cl:22])[CH:19]=[CH:18][C:17]=4[O:23][C:24]([CH3:28])([CH3:27])[CH2:25][OH:26])[CH2:14][C:13](=[O:29])[NH:12][CH:11]3[C:30]3[CH:35]=[C:34]([F:36])[CH:33]=[CH:32][C:31]=3[CH3:37])[C:5]2=[CH:4][CH:3]=1.CCN=C=NCCCN(C)C.Cl.C1C=CC2N(O)N=NC=2C=1.CCN(C(C)C)C(C)C.[NH2:70][CH2:71][CH2:72][NH:73][C:74](=[O:76])[CH3:75]. (5) Given the product [ClH:16].[CH3:15][C:2]1([OH:1])[CH2:7][CH2:6][NH:5][CH2:4][CH2:3]1, predict the reactants needed to synthesize it. The reactants are: [OH:1][C:2]1([CH3:15])[CH2:7][CH2:6][N:5](C(OC(C)(C)C)=O)[CH2:4][CH2:3]1.[ClH:16].C(OCC)C.